From a dataset of Forward reaction prediction with 1.9M reactions from USPTO patents (1976-2016). Predict the product of the given reaction. Given the reactants [C:1]([C:5]1[CH:6]=[CH:7][C:8]2[CH2:9][C:10]3[C:15]([C:16]=2[CH:17]=1)=[CH:14][C:13]([C:18]([CH3:21])([CH3:20])[CH3:19])=[CH:12][CH:11]=3)([CH3:4])([CH3:3])[CH3:2].CCCCCC.C([Li])CCC.[CH3:33][C:34]([C:40]1[CH:41]=[CH:42][C:43](=[C:45]([CH3:47])[CH3:46])[CH:44]=1)([CH3:39])[CH2:35][CH:36]([CH3:38])[CH3:37], predict the reaction product. The product is: [CH3:39][C:34]([C:40]1[CH:41]=[CH:42][CH:43]([C:45]([C:11]2[C:10]3[CH2:9][C:8]4[C:16](=[CH:17][C:5]([C:1]([CH3:4])([CH3:3])[CH3:2])=[CH:6][CH:7]=4)[C:15]=3[CH:14]=[C:13]([C:18]([CH3:21])([CH3:20])[CH3:19])[CH:12]=2)([CH3:47])[CH3:46])[CH:44]=1)([CH3:33])[CH2:35][CH:36]([CH3:38])[CH3:37].